From a dataset of Full USPTO retrosynthesis dataset with 1.9M reactions from patents (1976-2016). Predict the reactants needed to synthesize the given product. (1) Given the product [Cl:7][C:8]1[CH:13]=[CH:12][C:11]([C:14]2[CH:15]=[CH:16][C:17]([Cl:20])=[CH:18][CH:19]=2)=[CH:10][C:9]=1[C:21]1[C:22](=[O:23])[NH:24][C:25]2([CH2:30][CH2:29][CH2:28][CH2:27][CH2:26]2)[C:31]=1[OH:33], predict the reactants needed to synthesize it. The reactants are: CC(C)([O-])C.[K+].[Cl:7][C:8]1[CH:13]=[CH:12][C:11]([C:14]2[CH:19]=[CH:18][C:17]([Cl:20])=[CH:16][CH:15]=2)=[CH:10][C:9]=1[CH2:21][C:22]([NH:24][C:25]1([C:31]([O:33]C)=O)[CH2:30][CH2:29][CH2:28][CH2:27][CH2:26]1)=[O:23].Cl. (2) Given the product [CH3:37][C:36]1[CH:35]=[C:34]([CH3:38])[NH:33][C:32](=[O:39])[C:31]=1[CH2:30][NH:29][C:24]([C:21]1[C:20]([CH3:27])=[C:19]([N:15]2[CH2:16][CH2:17][CH2:18][CH:14]2[CH:11]2[CH2:10][CH2:9][N:8]([C:6]([O:5][C:1]([CH3:3])([CH3:4])[CH3:2])=[O:7])[CH2:13][CH2:12]2)[S:23][CH:22]=1)=[O:26], predict the reactants needed to synthesize it. The reactants are: [C:1]([O:5][C:6]([N:8]1[CH2:13][CH2:12][CH:11]([CH:14]2[CH2:18][CH2:17][CH2:16][N:15]2[C:19]2[S:23][CH:22]=[C:21]([C:24]([OH:26])=O)[C:20]=2[CH3:27])[CH2:10][CH2:9]1)=[O:7])([CH3:4])([CH3:3])[CH3:2].Cl.[NH2:29][CH2:30][C:31]1[C:32](=[O:39])[NH:33][C:34]([CH3:38])=[CH:35][C:36]=1[CH3:37].CN1CCOCC1.C(Cl)CCl.C1C=NC2N(O)N=NC=2C=1. (3) Given the product [O:1]=[C:2]1[N:6]([C:7]2[CH:12]=[CH:11][N:10]=[C:9]([C:13]3[S:14][C:15]4[CH:23]=[CH:22][CH:21]=[CH:20][C:16]=4[C:17](=[O:19])[N:18]=3)[CH:8]=2)[CH2:5][CH2:4][N:3]1[CH2:24][C:25]([OH:27])=[O:26], predict the reactants needed to synthesize it. The reactants are: [O:1]=[C:2]1[N:6]([C:7]2[CH:12]=[CH:11][N:10]=[C:9]([C:13]3[S:14][C:15]4[CH:23]=[CH:22][CH:21]=[CH:20][C:16]=4[C:17](=[O:19])[N:18]=3)[CH:8]=2)[CH2:5][CH2:4][N:3]1[CH2:24][C:25]([O:27]C(C)(C)C)=[O:26]. (4) Given the product [CH3:16][C:17]1[C:21]([S:22]([N:9]2[CH2:8][CH2:7][C:6]3([C:4](=[O:5])[N:37]([C:34]4[CH:35]=[CH:36][C:31]([O:30][CH:29]([CH3:38])[C:28]([F:27])([F:39])[F:40])=[CH:32][CH:33]=4)[CH2:13][CH2:12]3)[CH2:11][CH2:10]2)(=[O:24])=[O:23])=[C:20]([CH3:26])[O:19][N:18]=1, predict the reactants needed to synthesize it. The reactants are: C(O[C:4]([C:6]1([CH2:12][CH2:13]OC)[CH2:11][CH2:10][NH:9][CH2:8][CH2:7]1)=[O:5])C.[CH3:16][C:17]1[C:21]([S:22](Cl)(=[O:24])=[O:23])=[C:20]([CH3:26])[O:19][N:18]=1.[F:27][C:28]([F:40])([F:39])[CH:29]([CH3:38])[O:30][C:31]1[CH:36]=[CH:35][C:34]([NH2:37])=[CH:33][CH:32]=1. (5) Given the product [O:101]=[C:98]1[CH:99]=[CH:100][C:96](=[O:95])[N:97]1[CH2:102][CH2:103][CH2:104][CH2:105][CH2:106][C:107]([NH:109][NH:110][C:1](=[O:3])[CH2:4][CH2:5][CH2:6][N:7]([CH3:61])[C@H:8]([C:12]([NH:14][C@H:15]([C:19]([N:21]([C@@H:23]([C@@H:57]([CH3:60])[CH2:58][CH3:59])[C@H:24]([O:55][CH3:56])[CH2:25][C:26]([N:28]1[CH2:32][CH2:31][CH2:30][C@H:29]1[C@H:33]([O:53][CH3:54])[C@@H:34]([CH3:52])[C:35]([NH:37][C@@:38]1([C:47]([O:49][CH2:50][CH3:51])=[O:48])[CH2:40][C@@H:39]1[C:41]1[CH:46]=[CH:45][CH:44]=[CH:43][CH:42]=1)=[O:36])=[O:27])[CH3:22])=[O:20])[CH:16]([CH3:17])[CH3:18])=[O:13])[CH:9]([CH3:10])[CH3:11])=[O:108], predict the reactants needed to synthesize it. The reactants are: [C:1]([CH2:4][CH2:5][CH2:6][N:7]([CH3:61])[C@H:8]([C:12]([NH:14][C@H:15]([C:19]([N:21]([C@@H:23]([C@@H:57]([CH3:60])[CH2:58][CH3:59])[C@H:24]([O:55][CH3:56])[CH2:25][C:26]([N:28]1[CH2:32][CH2:31][CH2:30][C@H:29]1[C@H:33]([O:53][CH3:54])[C@@H:34]([CH3:52])[C:35]([NH:37][C@@:38]1([C:47]([O:49][CH2:50][CH3:51])=[O:48])[CH2:40][C@@H:39]1[C:41]1[CH:46]=[CH:45][CH:44]=[CH:43][CH:42]=1)=[O:36])=[O:27])[CH3:22])=[O:20])[CH:16]([CH3:18])[CH3:17])=[O:13])[CH:9]([CH3:11])[CH3:10])([OH:3])=O.F[P-](F)(F)(F)(F)F.N1(OC(N(C)C)=[N+](C)C)C2N=CC=CC=2N=N1.C(N(CC)C(C)C)(C)C.[O:95]=[C:96]1[CH:100]=[CH:99][C:98](=[O:101])[N:97]1[CH2:102][CH2:103][CH2:104][CH2:105][CH2:106][C:107]([NH:109][NH2:110])=[O:108]. (6) Given the product [F:1][C:2]1[CH:3]=[C:4]([CH2:8][CH2:9][CH2:10][Cl:32])[CH:5]=[CH:6][CH:7]=1, predict the reactants needed to synthesize it. The reactants are: [F:1][C:2]1[CH:3]=[C:4]([CH2:8][CH2:9][CH2:10]O)[CH:5]=[CH:6][CH:7]=1.C1(P(C2C=CC=CC=2)C2C=CC=CC=2)C=CC=CC=1.C(Cl)(Cl)(Cl)[Cl:32].